This data is from Full USPTO retrosynthesis dataset with 1.9M reactions from patents (1976-2016). The task is: Predict the reactants needed to synthesize the given product. (1) Given the product [ClH:30].[NH2:16][CH2:2][C:3]([C:5]1[S:6][C:7]2[CH:14]=[CH:13][CH:12]=[CH:11][C:8]=2[C:9]=1[CH3:10])=[O:4], predict the reactants needed to synthesize it. The reactants are: Br[CH2:2][C:3]([C:5]1[S:6][C:7]2[CH:14]=[CH:13][CH:12]=[CH:11][C:8]=2[C:9]=1[CH3:10])=[O:4].C1N2CN3CN(C2)C[N:16]1C3.C(OCC)C.[Cl:30]C(Cl)Cl. (2) Given the product [C:19]([NH:18][C@@H:8]1[CH2:9][C@H:10]([N:13]([CH:15]([CH3:17])[CH3:16])[CH3:14])[CH2:11][CH2:12][C@@H:7]1[N:4]1[CH2:5][CH2:6][C@H:2]([NH:1][C:30]2[C:39]3[C:34](=[CH:35][CH:36]=[C:37]([C:40]([F:43])([F:41])[F:42])[CH:38]=3)[N+:33]([O-:44])=[CH:32][N:31]=2)[C:3]1=[O:22])(=[O:21])[CH3:20], predict the reactants needed to synthesize it. The reactants are: [NH2:1][C@H:2]1[CH2:6][CH2:5][N:4]([C@H:7]2[CH2:12][CH2:11][C@@H:10]([N:13]([CH:15]([CH3:17])[CH3:16])[CH3:14])[CH2:9][C@H:8]2[NH:18][C:19](=[O:21])[CH3:20])[C:3]1=[O:22].O([C:30]1[C:39]2[C:34](=[CH:35][CH:36]=[C:37]([C:40]([F:43])([F:42])[F:41])[CH:38]=2)[N+:33]([O-:44])=[CH:32][N:31]=1)C1C=CC=CC=1.C(N(CC)C(C)C)(C)C.